From a dataset of Forward reaction prediction with 1.9M reactions from USPTO patents (1976-2016). Predict the product of the given reaction. Given the reactants C(OC([N:8]1[CH2:13][CH2:12][CH:11]([CH2:14][N:15]([C:17](=[O:19])[CH3:18])[CH3:16])[CH2:10][CH2:9]1)=O)(C)(C)C.[F:20][C:21]([F:26])([F:25])[C:22]([OH:24])=[O:23], predict the reaction product. The product is: [F:20][C:21]([F:26])([F:25])[C:22]([OH:24])=[O:23].[CH3:16][N:15]([CH2:14][CH:11]1[CH2:10][CH2:9][NH:8][CH2:13][CH2:12]1)[C:17](=[O:19])[CH3:18].